From a dataset of Full USPTO retrosynthesis dataset with 1.9M reactions from patents (1976-2016). Predict the reactants needed to synthesize the given product. (1) Given the product [NH2:23][C:16]1[C:17]([NH:21][CH3:22])=[C:18]([C:19]#[N:20])[C:13]([C:3]2[CH:4]=[CH:5][C:6]([Cl:8])=[CH:7][C:2]=2[Cl:1])=[CH:14][CH:15]=1, predict the reactants needed to synthesize it. The reactants are: [Cl:1][C:2]1[CH:7]=[C:6]([Cl:8])[CH:5]=[CH:4][C:3]=1B(O)O.Cl[C:13]1[C:18]([C:19]#[N:20])=[C:17]([NH:21][CH3:22])[C:16]([N+:23]([O-])=O)=[CH:15][CH:14]=1. (2) Given the product [F:21][C:22]([F:33])([F:32])[C:23]1[CH:28]=[C:27]([C:2]2[C:11]3[C:6](=[CH:7][C:8]([O:12][CH3:13])=[CH:9][CH:10]=3)[CH:5]=[C:4]([NH:14][C:15]3[CH:19]=[C:18]([CH3:20])[NH:17][N:16]=3)[N:3]=2)[CH:26]=[CH:25][CH:24]=1, predict the reactants needed to synthesize it. The reactants are: Cl[C:2]1[C:11]2[C:6](=[CH:7][C:8]([O:12][CH3:13])=[CH:9][CH:10]=2)[CH:5]=[C:4]([NH:14][C:15]2[CH:19]=[C:18]([CH3:20])[NH:17][N:16]=2)[N:3]=1.[F:21][C:22]([F:33])([F:32])[C:23]1[CH:24]=[C:25](B(O)O)[CH:26]=[CH:27][CH:28]=1. (3) Given the product [Br:1][C:2]1[CH:10]=[N:9][CH:8]=[CH:7][C:3]=1[C:4]#[N:5], predict the reactants needed to synthesize it. The reactants are: [Br:1][C:2]1[CH:10]=[N:9][CH:8]=[CH:7][C:3]=1/[CH:4]=[N:5]\O.C(N(CC)CC)C.O=P(Cl)(Cl)Cl. (4) Given the product [C:15]1([C:14]2[O:21][C:2]3[CH2:3][CH:4]([C:9]([O:11][CH2:12][CH3:13])=[O:10])[CH2:5][CH2:6][C:7]=3[N:22]=2)[CH:20]=[CH:19][CH:18]=[CH:17][CH:16]=1, predict the reactants needed to synthesize it. The reactants are: Br[CH:2]1[C:7](=O)[CH2:6][CH2:5][CH:4]([C:9]([O:11][CH2:12][CH3:13])=[O:10])[CH2:3]1.[C:14]([NH2:22])(=[O:21])[C:15]1[CH:20]=[CH:19][CH:18]=[CH:17][CH:16]=1.ClC(Cl)C. (5) The reactants are: [Cl:1][C:2]1[CH:7]=[CH:6][CH:5]=[CH:4][C:3]=1[NH:8][C:9]([C:11]1[CH:16]=[CH:15][N:14]=[CH:13][N:12]=1)=O.P(Cl)(Cl)(Cl)(Cl)Cl.[NH2:23][NH2:24].O. Given the product [NH2:23][NH:24][C:9]([C:11]1[CH:16]=[CH:15][N:14]=[CH:13][N:12]=1)=[N:8][C:3]1[CH:4]=[CH:5][CH:6]=[CH:7][C:2]=1[Cl:1], predict the reactants needed to synthesize it.